This data is from Forward reaction prediction with 1.9M reactions from USPTO patents (1976-2016). The task is: Predict the product of the given reaction. (1) Given the reactants [CH:1]([N:4]1[CH2:9][CH2:8][CH:7]([O:10][C:11]2[CH:16]=[CH:15][C:14]([C:17]3([C:23]#[N:24])[CH2:22][CH2:21][O:20][CH2:19][CH2:18]3)=[CH:13][CH:12]=2)[CH2:6][CH2:5]1)([CH3:3])[CH3:2].[H-].[H-].[H-].[H-].[Li+].[Al+3].O.[OH-].[Na+], predict the reaction product. The product is: [CH:1]([N:4]1[CH2:9][CH2:8][CH:7]([O:10][C:11]2[CH:16]=[CH:15][C:14]([C:17]3([CH2:23][NH2:24])[CH2:18][CH2:19][O:20][CH2:21][CH2:22]3)=[CH:13][CH:12]=2)[CH2:6][CH2:5]1)([CH3:3])[CH3:2]. (2) Given the reactants Br[C:2]1[CH:3]=[C:4]([CH2:23]/[CH:24]=[CH:25]/[C:26]([F:29])(F)[F:27])[C:5]([O:19][CH2:20][CH2:21][CH3:22])=[C:6]([NH:8][C:9]([NH:11][C:12]2[CH:17]=[CH:16][C:15]([CH3:18])=[CH:14][CH:13]=2)=[O:10])[CH:7]=1.[C:30]([C:33]1[CH:38]=[CH:37][C:36]([F:39])=[CH:35][C:34]=1B(O)O)([OH:32])=[O:31].BrC1C=C(C(C2C=CC=CC=2)C=C)C(OCCC)=C(NC(NC2C=CC(C)=CC=2)=O)C=1, predict the reaction product. The product is: [F:27][C:26]([F:29])=[CH:25]/[CH:24]=[CH:23]/[C:4]1[CH:3]=[C:2]([C:38]2[C:33]([C:30]([OH:32])=[O:31])=[CH:34][CH:35]=[C:36]([F:39])[CH:37]=2)[CH:7]=[C:6]([NH:8][C:9]([NH:11][C:12]2[CH:13]=[CH:14][C:15]([CH3:18])=[CH:16][CH:17]=2)=[O:10])[C:5]=1[O:19][CH2:20][CH2:21][CH3:22]. (3) Given the reactants [N:1]1([C:7]([C:9]2[CH:14]=[CH:13][CH:12]=[CH:11][C:10]=2[C:15]([F:18])([F:17])[F:16])=[S:8])[CH2:6][CH2:5][NH:4][CH2:3][CH2:2]1.[CH:19]1([CH2:22][CH2:23][NH:24][C:25]([C:27]2[N:28]=[N:29][C:30](Cl)=[CH:31][CH:32]=2)=[O:26])[CH2:21][CH2:20]1.C([O-])([O-])=O.[K+].[K+], predict the reaction product. The product is: [CH:19]1([CH2:22][CH2:23][NH:24][C:25]([C:27]2[N:28]=[N:29][C:30]([N:4]3[CH2:5][CH2:6][N:1]([C:7](=[S:8])[C:9]4[CH:14]=[CH:13][CH:12]=[CH:11][C:10]=4[C:15]([F:18])([F:16])[F:17])[CH2:2][CH2:3]3)=[CH:31][CH:32]=2)=[O:26])[CH2:21][CH2:20]1. (4) Given the reactants [F:1][C:2]([F:18])([F:17])[C:3]1([OH:16])[CH2:8][CH2:7][CH2:6][N:5]([C:9]([O:11]C(C)(C)C)=O)[CH2:4]1.Cl.[Br:20][C:21]1[N:26]=[C:25](C(O)=O)[CH:24]=[CH:23][CH:22]=1.C(N(CC)C(C)C)(C)C.CN(C(ON1N=NC2C=CC=CC1=2)=[N+](C)C)C.F[P-](F)(F)(F)(F)F, predict the reaction product. The product is: [Br:20][C:21]1[N:26]=[C:25]([C:9]([N:5]2[CH2:6][CH2:7][CH2:8][C:3]([OH:16])([C:2]([F:1])([F:17])[F:18])[CH2:4]2)=[O:11])[CH:24]=[CH:23][CH:22]=1. (5) The product is: [Cl:1][C:2]1[CH:10]=[CH:9][C:5]([C:6]([N:40]([CH:39]2[CH:35]([C:30]3[CH:31]=[CH:32][C:33]([Cl:34])=[C:28]([Cl:27])[CH:29]=3)[CH2:36][N:37]([C:42]([CH:44]3[CH2:45][CH2:46][N:47]([C:50]([C:52]4([CH3:55])[CH2:54][CH2:53]4)=[O:51])[CH2:48][CH2:49]3)=[O:43])[CH2:38]2)[CH3:41])=[O:8])=[CH:4][C:3]=1[C:11]([F:14])([F:13])[F:12]. Given the reactants [Cl:1][C:2]1[CH:10]=[CH:9][C:5]([C:6]([OH:8])=O)=[CH:4][C:3]=1[C:11]([F:14])([F:13])[F:12].Cl.CN(C)CCCN=C=NCC.[Cl:27][C:28]1[CH:29]=[C:30]([CH:35]2[CH:39]([NH:40][CH3:41])[CH2:38][N:37]([C:42]([CH:44]3[CH2:49][CH2:48][N:47]([C:50]([C:52]4([CH3:55])[CH2:54][CH2:53]4)=[O:51])[CH2:46][CH2:45]3)=[O:43])[CH2:36]2)[CH:31]=[CH:32][C:33]=1[Cl:34], predict the reaction product. (6) Given the reactants [CH3:1][O:2][C:3]1[CH:8]=[CH:7][C:6]([C:9]2[N:10]=[C:11]([CH:22]3[CH2:27][CH2:26][N:25]([C:28](=[O:31])[NH:29][OH:30])[CH2:24][CH2:23]3)[O:12][C:13]=2[C:14]2[CH:19]=[CH:18][C:17]([O:20][CH3:21])=[CH:16][CH:15]=2)=[CH:5][CH:4]=1.C(=O)([O-])[O-].[Cs+].[Cs+].Br[CH2:39][CH3:40], predict the reaction product. The product is: [CH3:1][O:2][C:3]1[CH:8]=[CH:7][C:6]([C:9]2[N:10]=[C:11]([CH:22]3[CH2:23][CH2:24][N:25]([C:28](=[O:31])[N:29]([OH:30])[CH2:39][CH3:40])[CH2:26][CH2:27]3)[O:12][C:13]=2[C:14]2[CH:15]=[CH:16][C:17]([O:20][CH3:21])=[CH:18][CH:19]=2)=[CH:5][CH:4]=1. (7) Given the reactants [C:1]([O:5][C:6]([N:8]1[CH2:11][CH2:10][C@H:9]1[C:12]([OH:14])=O)=[O:7])([CH3:4])([CH3:3])[CH3:2].ClC(OCC(C)C)=O.C(N(CC)CC)C.C[Si]([CH:34]=[N+:35]=[N-:36])(C)C.O.C(=O)(O)[O-].[Na+], predict the reaction product. The product is: [N+:35](=[CH:34][C:12]([C@@H:9]1[CH2:10][CH2:11][N:8]1[C:6]([O:5][C:1]([CH3:2])([CH3:3])[CH3:4])=[O:7])=[O:14])=[N-:36].